From a dataset of Forward reaction prediction with 1.9M reactions from USPTO patents (1976-2016). Predict the product of the given reaction. (1) Given the reactants [F:1][C:2]1[CH:7]=[CH:6][C:5]([S:8]([C:11]2[CH:21]=[C:20]([I:22])[C:14]3[CH2:15][CH2:16][NH:17][CH2:18][CH2:19][C:13]=3[CH:12]=2)(=[O:10])=[O:9])=[CH:4][CH:3]=1.[C:23](O[BH-](OC(=O)C)OC(=O)C)(=O)C.[Na+].C=O.O, predict the reaction product. The product is: [CH3:23][N:17]1[CH2:16][CH2:15][C:14]2[C:20]([I:22])=[CH:21][C:11]([S:8]([C:5]3[CH:6]=[CH:7][C:2]([F:1])=[CH:3][CH:4]=3)(=[O:9])=[O:10])=[CH:12][C:13]=2[CH2:19][CH2:18]1. (2) The product is: [CH:36]1([N:19]2[C:20]3[C:25](=[CH:24][CH:23]=[CH:22][CH:21]=3)[C:15]3([CH2:14][CH2:13][N:12]([C:10](=[O:11])[CH2:9][O:8][C:7]4[CH:27]=[CH:28][CH:29]=[CH:30][C:6]=4[C:5]([F:31])([F:4])[F:32])[CH2:17][CH2:16]3)[C:18]2=[O:26])[CH2:37][CH2:38]1. Given the reactants C(Cl)Cl.[F:4][C:5]([F:32])([F:31])[C:6]1[CH:30]=[CH:29][CH:28]=[CH:27][C:7]=1[O:8][CH2:9][C:10]([N:12]1[CH2:17][CH2:16][C:15]2([C:25]3[C:20](=[CH:21][CH:22]=[CH:23][CH:24]=3)[NH:19][C:18]2=[O:26])[CH2:14][CH2:13]1)=[O:11].N1[CH:38]=[CH:37][CH:36]=CC=1.C1([Bi+2])CC1, predict the reaction product. (3) Given the reactants [C:1]([Si:5]([CH3:28])([CH3:27])[O:6][C:7]1[CH:15]=[C:14]2[C:10]([C:11]([N:16]3[C:24](=[O:25])[C:23]4[C:18](=[CH:19][CH:20]=[CH:21][CH:22]=4)[C:17]3=[O:26])=[N:12][NH:13]2)=[CH:9][CH:8]=1)([CH3:4])([CH3:3])[CH3:2].CCN(C(C)C)C(C)C.[C:38](O[C:38]([O:40][C:41]([CH3:44])([CH3:43])[CH3:42])=[O:39])([O:40][C:41]([CH3:44])([CH3:43])[CH3:42])=[O:39].CCCCCC.CCOC(C)=O, predict the reaction product. The product is: [C:41]([O:40][C:38]([N:13]1[C:14]2[C:10](=[CH:9][CH:8]=[C:7]([O:6][Si:5]([C:1]([CH3:4])([CH3:3])[CH3:2])([CH3:28])[CH3:27])[CH:15]=2)[C:11]([N:16]2[C:24](=[O:25])[C:23]3[C:18](=[CH:19][CH:20]=[CH:21][CH:22]=3)[C:17]2=[O:26])=[N:12]1)=[O:39])([CH3:44])([CH3:43])[CH3:42]. (4) Given the reactants C([N:8]1[CH2:13][CH2:12][CH2:11][C:10]([C:22]2[CH:27]=[CH:26][C:25]([O:28][CH3:29])=[CH:24][CH:23]=2)([C:14]2[CH:19]=[CH:18][C:17]([O:20][CH3:21])=[CH:16][CH:15]=2)[CH2:9]1)C1C=CC=CC=1, predict the reaction product. The product is: [CH3:21][O:20][C:17]1[CH:16]=[CH:15][C:14]([C:10]2([C:22]3[CH:23]=[CH:24][C:25]([O:28][CH3:29])=[CH:26][CH:27]=3)[CH2:11][CH2:12][CH2:13][NH:8][CH2:9]2)=[CH:19][CH:18]=1. (5) Given the reactants [OH:1][CH2:2][C@H:3]([NH:7][C:8](=[O:34])[C:9]1[CH:14]=[CH:13][C:12]([CH:15]([C:27]2[CH:32]=[CH:31][CH:30]=[CH:29][C:28]=2[CH3:33])[CH2:16][C:17]([C:19]2[CH:24]=[CH:23][C:22](=[O:25])[N:21]([CH3:26])[CH:20]=2)=O)=[CH:11][CH:10]=1)[CH:4]([CH3:6])[CH3:5].Cl.[NH2:36][OH:37].C(=O)([O-])O.[Na+], predict the reaction product. The product is: [OH:1][CH2:2][C@H:3]([NH:7][C:8](=[O:34])[C:9]1[CH:10]=[CH:11][C:12]([CH:15]([C:27]2[CH:32]=[CH:31][CH:30]=[CH:29][C:28]=2[CH3:33])[CH2:16]/[C:17](=[N:36]\[OH:37])/[C:19]2[CH:24]=[CH:23][C:22](=[O:25])[N:21]([CH3:26])[CH:20]=2)=[CH:13][CH:14]=1)[CH:4]([CH3:5])[CH3:6]. (6) Given the reactants Br[C:2]1[S:6][C:5]([C:7]2[CH:8]=[CH:9][C:10]([CH2:15][CH:16]([CH3:18])[CH3:17])=[C:11]([CH:14]=2)[C:12]#[N:13])=[N:4][N:3]=1.[CH2:19]([C:21]1[C:28](B2OC(C)(C)C(C)(C)O2)=[CH:27][CH:26]=[CH:25][C:22]=1[CH:23]=[O:24])[CH3:20].P([O-])([O-])([O-])=O.[K+].[K+].[K+], predict the reaction product. The product is: [CH2:19]([C:21]1[C:22]([CH:23]=[O:24])=[CH:25][CH:26]=[CH:27][C:28]=1[C:2]1[S:6][C:5]([C:7]2[CH:8]=[CH:9][C:10]([CH2:15][CH:16]([CH3:18])[CH3:17])=[C:11]([CH:14]=2)[C:12]#[N:13])=[N:4][N:3]=1)[CH3:20]. (7) Given the reactants [CH:1]1([NH:4][C:5]([C@H:7]2[CH2:12][CH2:11][C@H:10]([CH2:13][N:14]([C:16]3[N:21]=[CH:20][C:19]([Br:22])=[CH:18][N:17]=3)[CH3:15])[CH2:9][CH2:8]2)=[O:6])[CH2:3][CH2:2]1.[H-].[Na+].[Cl-].Cl[CH2:27][CH2:28][NH+:29]([CH3:31])[CH3:30], predict the reaction product. The product is: [CH:1]1([N:4]([CH2:27][CH2:28][N:29]([CH3:31])[CH3:30])[C:5]([C@H:7]2[CH2:8][CH2:9][C@H:10]([CH2:13][N:14]([C:16]3[N:21]=[CH:20][C:19]([Br:22])=[CH:18][N:17]=3)[CH3:15])[CH2:11][CH2:12]2)=[O:6])[CH2:3][CH2:2]1. (8) Given the reactants F[C:2]1[CH:9]=[CH:8][C:5]([CH:6]=[O:7])=[CH:4][C:3]=1[N+:10]([O-:12])=[O:11].CCN(C(C)C)C(C)C.[NH2:22][CH:23]1[CH2:28][CH2:27][N:26]([C:29]([O:31][C:32]([CH3:35])([CH3:34])[CH3:33])=[O:30])[CH2:25][CH2:24]1, predict the reaction product. The product is: [CH:6]([C:5]1[CH:8]=[CH:9][C:2]([NH:22][CH:23]2[CH2:24][CH2:25][N:26]([C:29]([O:31][C:32]([CH3:35])([CH3:34])[CH3:33])=[O:30])[CH2:27][CH2:28]2)=[C:3]([N+:10]([O-:12])=[O:11])[CH:4]=1)=[O:7].